This data is from Forward reaction prediction with 1.9M reactions from USPTO patents (1976-2016). The task is: Predict the product of the given reaction. Given the reactants F[C:2]1[CH:3]=[C:4]([C:9]2[O:13][N:12]=[C:11]([C:14]([N:16]3[CH2:21][C@H:20]([CH2:22][CH:23]([CH3:25])[CH3:24])[NH:19][C:18](=[O:26])[C@@H:17]3[CH2:27][CH:28]([CH3:30])[CH3:29])=[O:15])[CH:10]=2)[CH:5]=[CH:6][C:7]=1F.C([C@@H]1NC[C@H](CC(C)C)NC1=O)C(C)C.[F:46]C1C=CC=CC=1C1ON=C(C(O)=O)C=1, predict the reaction product. The product is: [F:46][C:5]1[CH:6]=[CH:7][CH:2]=[CH:3][C:4]=1[C:9]1[O:13][N:12]=[C:11]([C:14]([N:16]2[CH2:21][C@H:20]([CH2:22][CH:23]([CH3:25])[CH3:24])[NH:19][C:18](=[O:26])[C@@H:17]2[CH2:27][CH:28]([CH3:30])[CH3:29])=[O:15])[CH:10]=1.